From a dataset of Forward reaction prediction with 1.9M reactions from USPTO patents (1976-2016). Predict the product of the given reaction. (1) Given the reactants FC(F)(F)C(O)=O.[NH2:8][CH:9]1[CH2:14][CH2:13][N:12]([CH2:15][CH2:16][N:17]2[C:26]3[C:21](=[CH:22][CH:23]=[C:24]([F:27])[CH:25]=3)[C:20](=[O:28])[N:19]([CH3:29])[C:18]2=[O:30])[CH2:11][CH2:10]1.C(N(CC)C(C)C)(C)C.[O:40]=[C:41]1[CH2:46][O:45][C:44]2[CH:47]=[CH:48][C:49]([CH:51]=O)=[N:50][C:43]=2[NH:42]1.C(O[BH-](OC(=O)C)OC(=O)C)(=O)C.[Na+], predict the reaction product. The product is: [F:27][C:24]1[CH:25]=[C:26]2[C:21]([C:20](=[O:28])[N:19]([CH3:29])[C:18](=[O:30])[N:17]2[CH2:16][CH2:15][N:12]2[CH2:11][CH2:10][CH:9]([NH:8][CH2:51][C:49]3[CH:48]=[CH:47][C:44]4[O:45][CH2:46][C:41](=[O:40])[NH:42][C:43]=4[N:50]=3)[CH2:14][CH2:13]2)=[CH:22][CH:23]=1. (2) Given the reactants Br[C:2]1(Br)[C:10]2[CH:9]=[N:8][C:7]([Cl:11])=[N:6][C:5]=2[NH:4][C:3]1=[O:12], predict the reaction product. The product is: [Cl:11][C:7]1[N:8]=[CH:9][C:10]2[CH2:2][C:3](=[O:12])[NH:4][C:5]=2[N:6]=1. (3) Given the reactants [CH3:1][O:2][C:3](=[O:37])[C@H:4]([OH:36])[CH2:5][NH:6][C:7](=[O:35])[C:8]1[CH:13]=[CH:12][C:11]([CH2:14][N:15](C(OC(C)(C)C)=O)[C:16]2[CH:21]=[CH:20][C:19]([CH:22]3[CH2:27][CH2:26][CH2:25][CH2:24][CH2:23]3)=[CH:18][CH:17]=2)=[CH:10][CH:9]=1.Cl, predict the reaction product. The product is: [CH3:1][O:2][C:3](=[O:37])[C@H:4]([OH:36])[CH2:5][NH:6][C:7](=[O:35])[C:8]1[CH:13]=[CH:12][C:11]([CH2:14][NH:15][C:16]2[CH:17]=[CH:18][C:19]([CH:22]3[CH2:27][CH2:26][CH2:25][CH2:24][CH2:23]3)=[CH:20][CH:21]=2)=[CH:10][CH:9]=1. (4) Given the reactants [Br:1][C:2]1[CH:7]=[C:6]2[NH:8][C:9](=O)[C:10]3([CH2:15][CH2:14][N:13]([CH3:16])[CH2:12][CH2:11]3)[C:5]2=[CH:4][CH:3]=1.COCCO[AlH2-]OCCOC.[Na+], predict the reaction product. The product is: [Br:1][C:2]1[CH:7]=[C:6]2[NH:8][CH2:9][C:10]3([CH2:15][CH2:14][N:13]([CH3:16])[CH2:12][CH2:11]3)[C:5]2=[CH:4][CH:3]=1. (5) Given the reactants [F:1][C:2]1[CH:3]=[C:4]([CH:7]=[CH:8][C:9]=1F)[CH:5]=[O:6].[F:11][C:12]([F:21])([F:20])[C:13]1[CH:14]=[C:15]([OH:19])[CH:16]=[CH:17][CH:18]=1, predict the reaction product. The product is: [F:1][C:2]1[CH:3]=[C:4]([CH:7]=[CH:8][C:9]=1[O:19][C:15]1[CH:16]=[CH:17][CH:18]=[C:13]([C:12]([F:11])([F:20])[F:21])[CH:14]=1)[CH:5]=[O:6]. (6) Given the reactants C[C:2]#[C:3][C:4]([O-:6])=[O:5].C[Si]([N:11]=[N+:12]=[N-:13])(C)C.[CH3:14]O, predict the reaction product. The product is: [NH:11]1[CH:2]=[C:3]([C:4]([O:6][CH3:14])=[O:5])[N:13]=[N:12]1. (7) Given the reactants C([O:4][C:5]1[CH:6]=[C:7]([S:11][CH2:12][C:13](=O)[CH2:14][CH2:15][C:16]([O:18][CH2:19][CH3:20])=[O:17])[CH:8]=[CH:9][CH:10]=1)(=O)C, predict the reaction product. The product is: [OH:4][C:5]1[CH:10]=[CH:9][C:8]2[C:13]([CH2:14][CH2:15][C:16]([O:18][CH2:19][CH3:20])=[O:17])=[CH:12][S:11][C:7]=2[CH:6]=1. (8) Given the reactants [N+:1]([C:4]1[CH:9]=[CH:8][C:7]([N:10]2[CH2:15][CH2:14][O:13][CH2:12][C:11]2=[O:16])=[C:6]([C:17]([F:20])([F:19])[F:18])[CH:5]=1)([O-])=O, predict the reaction product. The product is: [NH2:1][C:4]1[CH:9]=[CH:8][C:7]([N:10]2[CH2:15][CH2:14][O:13][CH2:12][C:11]2=[O:16])=[C:6]([C:17]([F:20])([F:19])[F:18])[CH:5]=1.